From a dataset of Reaction yield outcomes from USPTO patents with 853,638 reactions. Predict the reaction yield, written as a fraction of the theoretical maximum amount of product (1.0 means a 100% yield; for example, 0.34 means a 34% yield). (1) The reactants are CC1C=CC(S(O[CH2:12][CH2:13][CH2:14][O:15][CH2:16][CH2:17][O:18][CH2:19][CH2:20][O:21][CH2:22][CH2:23][NH:24][C:25](=[O:31])[O:26][C:27]([CH3:30])([CH3:29])[CH3:28])(=O)=O)=CC=1.C(=O)([O-])[O-].[K+].[K+].[OH:38][C:39]1[CH:44]=[CH:43][C:42]([N:45]2[C:49]([CH3:51])([CH3:50])[C:48](=[O:52])[N:47]([C:53]3[CH:60]=[CH:59][C:56]([C:57]#[N:58])=[C:55]([C:61]([F:64])([F:63])[F:62])[CH:54]=3)[C:46]2=[S:65])=[CH:41][CH:40]=1. The catalyst is C(#N)C. The product is [C:57]([C:56]1[CH:59]=[CH:60][C:53]([N:47]2[C:48](=[O:52])[C:49]([CH3:51])([CH3:50])[N:45]([C:42]3[CH:41]=[CH:40][C:39]([O:38][CH2:12][CH2:13][CH2:14][O:15][CH2:16][CH2:17][O:18][CH2:19][CH2:20][O:21][CH2:22][CH2:23][NH:24][C:25](=[O:31])[O:26][C:27]([CH3:30])([CH3:29])[CH3:28])=[CH:44][CH:43]=3)[C:46]2=[S:65])=[CH:54][C:55]=1[C:61]([F:63])([F:64])[F:62])#[N:58]. The yield is 0.820. (2) The reactants are [CH3:1][CH:2]1[CH2:7][NH:6][CH2:5][CH2:4][NH:3]1.C(N(CC)CC)C.[CH3:15][C:16]([O:19][C:20](O[C:20]([O:19][C:16]([CH3:18])([CH3:17])[CH3:15])=[O:21])=[O:21])([CH3:18])[CH3:17]. The catalyst is C(Cl)Cl. The product is [CH3:1][CH:2]1[NH:3][CH2:4][CH2:5][N:6]([C:20]([O:19][C:16]([CH3:18])([CH3:17])[CH3:15])=[O:21])[CH2:7]1. The yield is 0.420. (3) The reactants are [C:1]([O:5][C:6]([N:8]1[CH2:13][CH2:12][CH:11]([O:14][C:15]2[CH:20]=[CH:19][N:18]=[C:17]([C:21](O)=[O:22])[CH:16]=2)[CH2:10][CH2:9]1)=[O:7])([CH3:4])([CH3:3])[CH3:2].CN(C(ON1N=NC2C=CC=CC1=2)=[N+](C)C)C.[B-](F)(F)(F)F.[NH2:46][C:47]1[CH:52]=[CH:51][C:50]([NH:53][C:54]([NH:56][C:57]2[CH:61]=[C:60]([C:62]([CH3:65])([CH3:64])[CH3:63])[O:59][N:58]=2)=[O:55])=[CH:49][CH:48]=1.O. The catalyst is CN(C=O)C. The product is [C:62]([C:60]1[O:59][N:58]=[C:57]([NH:56][C:54](=[O:55])[NH:53][C:50]2[CH:49]=[CH:48][C:47]([NH:46][C:21]([C:17]3[CH:16]=[C:15]([O:14][CH:11]4[CH2:12][CH2:13][N:8]([C:6]([O:5][C:1]([CH3:4])([CH3:2])[CH3:3])=[O:7])[CH2:9][CH2:10]4)[CH:20]=[CH:19][N:18]=3)=[O:22])=[CH:52][CH:51]=2)[CH:61]=1)([CH3:65])([CH3:63])[CH3:64]. The yield is 0.830. (4) The reactants are C(Cl)(=O)C(Cl)=O.[CH3:7][N:8]1[CH:12]=[C:11]([C:13]2[CH:22]=[CH:21][CH:20]=[C:19]3[C:14]=2[CH:15]=[CH:16][C:17]([C:23]([OH:25])=O)=[CH:18]3)[CH:10]=[N:9]1.Cl.[NH2:27][C:28]([NH2:30])=[NH:29].[OH-].[Na+]. The catalyst is ClCCl.CN(C)C=O. The product is [CH3:7][N:8]1[CH:12]=[C:11]([C:13]2[CH:22]=[CH:21][CH:20]=[C:19]3[C:14]=2[CH:15]=[CH:16][C:17]([C:23]([NH:29][C:28]([NH2:30])=[NH:27])=[O:25])=[CH:18]3)[CH:10]=[N:9]1. The yield is 0.830. (5) The reactants are [I:1][C:2]1[N:3]=[CH:4][N:5]([CH2:7][C:8]([CH3:11])([OH:10])[CH3:9])[CH:6]=1.O([Si:20]([C:23]([CH3:26])([CH3:25])[CH3:24])([CH3:22])[CH3:21])S(C(F)(F)F)(=O)=O. The catalyst is N1C(C)=CC=CC=1C. The product is [Si:20]([O:10][C:8]([CH3:11])([CH3:9])[CH2:7][N:5]1[CH:6]=[C:2]([I:1])[N:3]=[CH:4]1)([C:23]([CH3:26])([CH3:25])[CH3:24])([CH3:22])[CH3:21]. The yield is 0.740. (6) The reactants are [CH3:1][O:2][C:3]1[CH:4]=[C:5]2[C:10](=[CH:11][C:12]=1[CH3:13])[NH:9][CH:8]=[N:7][C:6]2=O.P(Cl)(Cl)([Cl:17])=O.O.C(=O)([O-])O.[Na+]. The catalyst is C(N(CC)C(C)C)(C)C. The product is [Cl:17][C:6]1[C:5]2[C:10](=[CH:11][C:12]([CH3:13])=[C:3]([O:2][CH3:1])[CH:4]=2)[N:9]=[CH:8][N:7]=1. The yield is 0.660. (7) The reactants are [CH2:1]([NH:5][CH2:6][C:7]1[S:11][C:10](B(O)O)=[CH:9][CH:8]=1)[CH2:2][CH2:3][CH3:4].Br[C:16]1[CH:17]=[C:18]2[C:22](=[C:23]([C:25]([NH2:27])=[O:26])[CH:24]=1)[NH:21][CH:20]=[C:19]2[CH:28]1[CH2:33][CH2:32][N:31]([S:34]([CH2:37][CH3:38])(=[O:36])=[O:35])[CH2:30][CH2:29]1.C([O-])([O-])=O.[K+].[K+]. The product is [CH2:1]([NH:5][CH2:6][C:7]1[S:11][C:10]([C:16]2[CH:17]=[C:18]3[C:22](=[C:23]([C:25]([NH2:27])=[O:26])[CH:24]=2)[NH:21][CH:20]=[C:19]3[CH:28]2[CH2:29][CH2:30][N:31]([S:34]([CH2:37][CH3:38])(=[O:35])=[O:36])[CH2:32][CH2:33]2)=[CH:9][CH:8]=1)[CH2:2][CH2:3][CH3:4]. The catalyst is C1C=CC([P]([Pd]([P](C2C=CC=CC=2)(C2C=CC=CC=2)C2C=CC=CC=2)([P](C2C=CC=CC=2)(C2C=CC=CC=2)C2C=CC=CC=2)[P](C2C=CC=CC=2)(C2C=CC=CC=2)C2C=CC=CC=2)(C2C=CC=CC=2)C2C=CC=CC=2)=CC=1. The yield is 0.240. (8) The reactants are [B:10]1([B:10]2[O:14][C:13]([CH3:16])([CH3:15])[C:12]([CH3:18])([CH3:17])[O:11]2)[O:14][C:13]([CH3:16])([CH3:15])[C:12]([CH3:18])([CH3:17])[O:11]1.CC([O-])=O.[K+].[OH:24][C:25]1([C:53]2[CH:58]=[CH:57][C:56](I)=[CH:55][CH:54]=2)[CH2:30][CH2:29][CH:28]([N:31]2[CH2:35][CH2:34][C@@H:33]([NH:36][C:37](=[O:52])[CH2:38][NH:39][C:40](=[O:51])[C:41]3[CH:46]=[CH:45][CH:44]=[C:43]([C:47]([F:50])([F:49])[F:48])[CH:42]=3)[CH2:32]2)[CH2:27][CH2:26]1. The catalyst is CS(C)=O.C1C=CC(P(C2C=CC=CC=2)[C-]2C=CC=C2)=CC=1.C1C=CC(P(C2C=CC=CC=2)[C-]2C=CC=C2)=CC=1.Cl[Pd]Cl.[Fe+2]. The product is [OH:24][C:25]1([C:53]2[CH:58]=[CH:57][C:56]([B:10]3[O:11][C:12]([CH3:17])([CH3:18])[C:13]([CH3:15])([CH3:16])[O:14]3)=[CH:55][CH:54]=2)[CH2:30][CH2:29][CH:28]([N:31]2[CH2:35][CH2:34][C@@H:33]([NH:36][C:37](=[O:52])[CH2:38][NH:39][C:40](=[O:51])[C:41]3[CH:46]=[CH:45][CH:44]=[C:43]([C:47]([F:49])([F:50])[F:48])[CH:42]=3)[CH2:32]2)[CH2:27][CH2:26]1. The yield is 0.150.